From a dataset of Reaction yield outcomes from USPTO patents with 853,638 reactions. Predict the reaction yield, written as a fraction of the theoretical maximum amount of product (1.0 means a 100% yield; for example, 0.34 means a 34% yield). (1) The reactants are [N:1]1[CH:6]=[CH:5][CH:4]=[CH:3][C:2]=1[C:7]1[CH:11]=[C:10]([C:12]([O:14]CC)=O)[O:9][N:8]=1.O/[N:18]=[C:19](\[NH2:27])/[C:20]1[CH:25]=[CH:24][C:23]([CH3:26])=[CH:22][CH:21]=1.[H-].[Na+]. The catalyst is CN(C)C=O. The product is [N:1]1[CH:6]=[CH:5][CH:4]=[CH:3][C:2]=1[C:7]1[CH:11]=[C:10]([C:12]2[O:14][N:27]=[C:19]([C:20]3[CH:25]=[CH:24][C:23]([CH3:26])=[CH:22][CH:21]=3)[N:18]=2)[O:9][N:8]=1. The yield is 0.930. (2) The reactants are [F:1][C:2]1[C:7]2[N:8]=C(C)[S:10][C:6]=2[C:5]([F:12])=[CH:4][C:3]=1[F:13].[ClH:14].O1CCOCC1. The catalyst is C(O)CO.[OH-].[Na+]. The product is [ClH:14].[NH2:8][C:7]1[C:2]([F:1])=[C:3]([F:13])[CH:4]=[C:5]([F:12])[C:6]=1[SH:10]. The yield is 0.730. (3) The reactants are Br[CH:2]([CH3:4])[CH3:3].[Cl:5][C:6]1[CH:15]=[C:14]([I:16])[C:13]([OH:17])=[C:12]2[C:7]=1[CH:8]=[CH:9][CH:10]=[N:11]2.C([O-])([O-])=O.[K+].[K+].[NH4+].[Cl-]. The catalyst is CS(C)=O. The product is [Cl:5][C:6]1[CH:15]=[C:14]([I:16])[C:13]([O:17][CH:2]([CH3:4])[CH3:3])=[C:12]2[C:7]=1[CH:8]=[CH:9][CH:10]=[N:11]2. The yield is 0.930. (4) The reactants are [CH3:1][N:2]1[C:7](=[O:8])[C:6]([C:9]2[CH:14]=[CH:13][N:12]=[CH:11][CH:10]=2)=[C:5]2[C:15](=O)[N:16]([CH2:19][CH2:20][C:21]3[CH:30]=[CH:29][C:28]4[C:23](=[CH:24][CH:25]=[CH:26][CH:27]=4)[N:22]=3)[C:17](=[O:18])[C:4]2=[CH:3]1. The catalyst is C(O)(=O)C.[Zn]. The product is [CH3:1][N:2]1[C:7](=[O:8])[C:6]([C:9]2[CH:10]=[CH:11][N:12]=[CH:13][CH:14]=2)=[C:5]2[CH2:15][N:16]([CH2:19][CH2:20][C:21]3[CH:30]=[CH:29][C:28]4[C:23](=[CH:24][CH:25]=[CH:26][CH:27]=4)[N:22]=3)[C:17](=[O:18])[C:4]2=[CH:3]1. The yield is 0.400. (5) The reactants are [F:1][C:2]1[CH:7]=[CH:6][C:5]([C:8](=[O:10])[CH3:9])=[C:4]([OH:11])[CH:3]=1.IC.[C:14](=O)([O-])[O-].[K+].[K+]. The catalyst is C(#N)C. The product is [F:1][C:2]1[CH:7]=[CH:6][C:5]([C:8](=[O:10])[CH3:9])=[C:4]([O:11][CH3:14])[CH:3]=1. The yield is 1.00. (6) The reactants are [F:1][C:2]1[C:3]([NH:18][C:19]2[CH:24]=[CH:23][C:22]([I:25])=[CH:21][C:20]=2[F:26])=[C:4]([C:9]([N:11]2[CH2:14][CH:13]([C:15](O)=[O:16])[CH2:12]2)=[O:10])[CH:5]=[CH:6][C:7]=1[F:8].C(N(CC)CC)C.C1CN([P+](ON2N=NC3C=CC=CC2=3)(N2CCCC2)N2CCCC2)CC1.F[P-](F)(F)(F)(F)F.[BH4-].[Na+]. The catalyst is O1CCCC1. The product is [F:1][C:2]1[C:3]([NH:18][C:19]2[CH:24]=[CH:23][C:22]([I:25])=[CH:21][C:20]=2[F:26])=[C:4]([C:9]([N:11]2[CH2:14][CH:13]([CH2:15][OH:16])[CH2:12]2)=[O:10])[CH:5]=[CH:6][C:7]=1[F:8]. The yield is 0.250.